From a dataset of Forward reaction prediction with 1.9M reactions from USPTO patents (1976-2016). Predict the product of the given reaction. (1) Given the reactants Cl[C:2]1[N:19]=[C:5]2[C:6]([NH:10][CH2:11][C:12]3[CH:17]=[CH:16][C:15]([F:18])=[CH:14][CH:13]=3)=[CH:7][CH:8]=[CH:9][N:4]2[N:3]=1.[CH3:20][N:21]1[CH2:26][CH2:25][N:24]([C:27]2[CH:28]=[C:29]([CH:31]=[CH:32][CH:33]=2)[NH2:30])[CH2:23][CH2:22]1, predict the reaction product. The product is: [F:18][C:15]1[CH:16]=[CH:17][C:12]([CH2:11][NH:10][C:6]2[C:5]3[N:4]([N:3]=[C:2]([NH:30][C:29]4[CH:31]=[CH:32][CH:33]=[C:27]([N:24]5[CH2:23][CH2:22][N:21]([CH3:20])[CH2:26][CH2:25]5)[CH:28]=4)[N:19]=3)[CH:9]=[CH:8][CH:7]=2)=[CH:13][CH:14]=1. (2) Given the reactants [Cl:1][C:2]1[C:3]([N:8]2[CH:12]=[N:11][C:10]([C:13]([F:16])([F:15])[F:14])=[N:9]2)=[N:4][CH:5]=[CH:6][CH:7]=1.O1CCCC1.C([N-]C(C)C)(C)C.[Li+].[C:30](=[O:32])=[O:31], predict the reaction product. The product is: [Cl:1][C:2]1[C:3]([N:8]2[C:12]([C:30]([OH:32])=[O:31])=[N:11][C:10]([C:13]([F:16])([F:14])[F:15])=[N:9]2)=[N:4][CH:5]=[CH:6][CH:7]=1. (3) Given the reactants C1(P(C2C=CC=CC=2)(C2C=CC=CC=2)=[C:8]([CH2:14][CH2:15][CH3:16])[C:9]([O:11][CH2:12][CH3:13])=[O:10])C=CC=CC=1.CC1C=CC(S(O)(=O)=O)=CC=1.[F:40][C:41]([F:48])([CH3:47])[C:42](OCC)=O, predict the reaction product. The product is: [F:40][C:41]([F:48])([CH3:47])/[CH:42]=[C:8](\[CH2:14][CH2:15][CH3:16])/[C:9]([O:11][CH2:12][CH3:13])=[O:10].